From a dataset of NCI-60 drug combinations with 297,098 pairs across 59 cell lines. Regression. Given two drug SMILES strings and cell line genomic features, predict the synergy score measuring deviation from expected non-interaction effect. Drug 1: CN(CC1=CN=C2C(=N1)C(=NC(=N2)N)N)C3=CC=C(C=C3)C(=O)NC(CCC(=O)O)C(=O)O. Drug 2: C1CNP(=O)(OC1)N(CCCl)CCCl. Cell line: MALME-3M. Synergy scores: CSS=13.2, Synergy_ZIP=0.895, Synergy_Bliss=5.73, Synergy_Loewe=-5.16, Synergy_HSA=4.86.